Task: Regression. Given two drug SMILES strings and cell line genomic features, predict the synergy score measuring deviation from expected non-interaction effect.. Dataset: NCI-60 drug combinations with 297,098 pairs across 59 cell lines Drug 1: CNC(=O)C1=CC=CC=C1SC2=CC3=C(C=C2)C(=NN3)C=CC4=CC=CC=N4. Drug 2: C(CN)CNCCSP(=O)(O)O. Cell line: SK-MEL-5. Synergy scores: CSS=-12.2, Synergy_ZIP=4.41, Synergy_Bliss=-1.04, Synergy_Loewe=-7.67, Synergy_HSA=-7.71.